Dataset: Full USPTO retrosynthesis dataset with 1.9M reactions from patents (1976-2016). Task: Predict the reactants needed to synthesize the given product. (1) Given the product [CH2:23]([N:22]([CH2:30][C:31]1[CH:36]=[CH:35][CH:34]=[CH:33][CH:32]=1)[C:3]1[CH:4]=[C:5]([N:8]2[CH2:13][CH2:12][N:11]([C:14]([C:16]3[CH:21]=[CH:20][CH:19]=[CH:18][CH:17]=3)=[O:15])[CH2:10][CH2:9]2)[CH:6]=[CH:7][C:2]=1[N:1]1[CH:41]=[N:39][N:38]=[N:37]1)[C:24]1[CH:25]=[CH:26][CH:27]=[CH:28][CH:29]=1, predict the reactants needed to synthesize it. The reactants are: [NH2:1][C:2]1[CH:7]=[CH:6][C:5]([N:8]2[CH2:13][CH2:12][N:11]([C:14]([C:16]3[CH:21]=[CH:20][CH:19]=[CH:18][CH:17]=3)=[O:15])[CH2:10][CH2:9]2)=[CH:4][C:3]=1[N:22]([CH2:30][C:31]1[CH:36]=[CH:35][CH:34]=[CH:33][CH:32]=1)[CH2:23][C:24]1[CH:29]=[CH:28][CH:27]=[CH:26][CH:25]=1.[N-:37]=[N+:38]=[N-:39].[Na+].[CH3:41]OC(OC)OC. (2) Given the product [Cl:1][C:2]1[CH:3]=[CH:4][C:5]([N:23]2[CH:27]=[N:26][N:25]=[N:24]2)=[C:6]([C:8]2[CH:16]=[C:15]3[N:11]([C@@H:12]([C:17]([OH:19])=[O:18])[CH2:13][CH2:14]3)[C:10](=[O:22])[CH:9]=2)[CH:7]=1, predict the reactants needed to synthesize it. The reactants are: [Cl:1][C:2]1[CH:3]=[CH:4][C:5]([N:23]2[CH:27]=[N:26][N:25]=[N:24]2)=[C:6]([C:8]2[CH:16]=[C:15]3[N:11]([C@@H:12]([C:17]([O:19]CC)=[O:18])[CH2:13][CH2:14]3)[C:10](=[O:22])[CH:9]=2)[CH:7]=1.Cl.S([O-])([O-])(=O)=O.[NH4+].[NH4+]. (3) The reactants are: C([O-])(=O)C.[C:5]([O:9][C@@H:10]([C:16]1[C:31]([CH3:32])=[CH:30][C:19]2[N:20]=[C:21]([C:23]3[CH:28]=[CH:27][N:26]=[C:25](Cl)[N:24]=3)[S:22][C:18]=2[C:17]=1[C:33]1[CH:38]=[CH:37][C:36]([Cl:39])=[CH:35][CH:34]=1)[C:11]([O:13]CC)=[O:12])([CH3:8])([CH3:7])[CH3:6].[CH3:40][O:41][C:42]1[CH:43]=[C:44](B(O)O)[CH:45]=[CH:46][C:47]=1[O:48][CH3:49].C([O-])([O-])=O.[K+].[K+]. Given the product [C:5]([O:9][C@@H:10]([C:16]1[C:31]([CH3:32])=[CH:30][C:19]2[N:20]=[C:21]([C:23]3[CH:28]=[CH:27][N:26]=[C:25]([C:45]4[CH:44]=[CH:43][C:42]([O:41][CH3:40])=[C:47]([O:48][CH3:49])[CH:46]=4)[N:24]=3)[S:22][C:18]=2[C:17]=1[C:33]1[CH:34]=[CH:35][C:36]([Cl:39])=[CH:37][CH:38]=1)[C:11]([OH:13])=[O:12])([CH3:7])([CH3:6])[CH3:8], predict the reactants needed to synthesize it. (4) Given the product [Br:1][C:2]1[CH:7]=[CH:6][C:5]([CH:8]([NH:20][CH3:19])[CH2:9][N:10]2[CH2:14][CH2:13][CH2:12][CH2:11]2)=[CH:4][CH:3]=1, predict the reactants needed to synthesize it. The reactants are: [Br:1][C:2]1[CH:7]=[CH:6][C:5]([C:8](=O)[CH2:9][N:10]2[CH2:14][CH2:13][CH2:12][CH2:11]2)=[CH:4][CH:3]=1.CN.[BH3-][C:19]#[N:20].[Na+].C(O)(=O)C. (5) Given the product [CH3:24][C:15]1[CH:14]=[CH:23][CH:22]=[C:17]([CH3:18])[C:16]=1[NH:53][C:66]([NH:1][C:2]1[CH:10]=[C:9]([F:11])[C:8]([F:12])=[CH:7][C:3]=1[C:4]([NH:44][C@H:45]([C:50]([OH:52])=[O:51])[C@H:46]([CH2:48][CH3:49])[CH3:47])=[O:6])=[O:67], predict the reactants needed to synthesize it. The reactants are: [NH2:1][C:2]1[CH:10]=[C:9]([F:11])[C:8]([F:12])=[CH:7][C:3]=1[C:4]([OH:6])=O.N[C:14]1[C:15]([C:24](O)=O)=[CH:16][C:17]2[C:22]([CH:23]=1)=CC=C[CH:18]=2.C([NH:44][C@H:45]([C:50]([OH:52])=[O:51])[C@H:46]([CH2:48][CH3:49])[CH3:47])(OCC1C2C(=CC=CC=2)C2C1=CC=CC=2)=O.[NH:53]([C:66](OCC1C2C(=CC=CC=2)C2C1=CC=CC=2)=[O:67])[C@H](C(O)=O)CC(=O)OC(C)(C)C. (6) Given the product [O:12]=[C:10]([N:46]1[CH2:51][CH2:50][S:49][CH2:48][CH2:47]1)[CH2:9][NH:8][C:1](=[O:2])[O:3][C:4]([CH3:5])([CH3:6])[CH3:7], predict the reactants needed to synthesize it. The reactants are: [C:1]([NH:8][CH2:9][C:10]([OH:12])=O)([O:3][C:4]([CH3:7])([CH3:6])[CH3:5])=[O:2].CN(C(ON1N=NC2C=CC=CC1=2)=[N+](C)C)C.F[P-](F)(F)(F)(F)F.CCN(C(C)C)C(C)C.[NH:46]1[CH2:51][CH2:50][S:49][CH2:48][CH2:47]1. (7) Given the product [OH:36][CH2:35][CH2:34][N:24]([CH:25]1[CH2:26][CH2:27][N:28]([C:31]2[S:33][CH:2]=[C:3]([C:5]3[CH:14]=[CH:13][C:12]4[C:11]([CH3:16])([CH3:15])[CH2:10][CH2:9][C:8]([CH3:18])([CH3:17])[C:7]=4[CH:6]=3)[N:32]=2)[CH2:29][CH2:30]1)[CH2:23][CH2:22][CH2:21][CH2:20][OH:19], predict the reactants needed to synthesize it. The reactants are: Br[CH2:2][C:3]([C:5]1[CH:14]=[CH:13][C:12]2[C:11]([CH3:16])([CH3:15])[CH2:10][CH2:9][C:8]([CH3:18])([CH3:17])[C:7]=2[CH:6]=1)=O.[OH:19][CH2:20][CH2:21][CH2:22][CH2:23][N:24]([CH2:34][CH2:35][OH:36])[CH:25]1[CH2:30][CH2:29][N:28]([C:31](=[S:33])[NH2:32])[CH2:27][CH2:26]1. (8) Given the product [Cl:25][C:20]1[CH:21]=[CH:22][CH:23]=[CH:24][C:19]=1[C:18]([NH:17][C@H:10]1[C:9]2[CH:8]=[C:7]([C:5]([OH:6])=[O:4])[CH:16]=[CH:15][C:14]=2[CH2:13][CH2:12][CH2:11]1)=[O:26], predict the reactants needed to synthesize it. The reactants are: [Li+].[OH-].C[O:4][C:5]([C:7]1[CH:16]=[CH:15][C:14]2[CH2:13][CH2:12][CH2:11][C@@H:10]([NH:17][C:18](=[O:26])[C:19]3[CH:24]=[CH:23][CH:22]=[CH:21][C:20]=3[Cl:25])[C:9]=2[CH:8]=1)=[O:6].